This data is from Forward reaction prediction with 1.9M reactions from USPTO patents (1976-2016). The task is: Predict the product of the given reaction. (1) Given the reactants Cl[C:2]1[N:7]=[CH:6][N:5]=[C:4]([NH2:8])[C:3]=1[C:9]1[CH:13]=[CH:12][N:11]([CH3:14])[N:10]=1.[NH2:15][C@H:16]([C:19]1[N:28]([CH:29]2[CH2:31][CH2:30]2)[C:27](=[O:32])[C:26]2[C:21](=[CH:22][CH:23]=[CH:24][C:25]=2[Cl:33])[N:20]=1)[CH2:17][CH3:18].CCN(C(C)C)C(C)C.C(Cl)Cl.CO, predict the reaction product. The product is: [NH2:8][C:4]1[N:5]=[CH:6][N:7]=[C:2]([NH:15][C@H:16]([C:19]2[N:28]([CH:29]3[CH2:30][CH2:31]3)[C:27](=[O:32])[C:26]3[C:21](=[CH:22][CH:23]=[CH:24][C:25]=3[Cl:33])[N:20]=2)[CH2:17][CH3:18])[C:3]=1[C:9]1[CH:13]=[CH:12][N:11]([CH3:14])[N:10]=1. (2) Given the reactants C(OC(=O)[NH:7][CH2:8][CH2:9][CH2:10][N:11]([CH2:16][C:17]1[CH:22]=[CH:21][CH:20]=[C:19]([C:23]2[CH:28]=[CH:27][N:26]=[C:25](Cl)[N:24]=2)[CH:18]=1)[S:12]([CH3:15])(=[O:14])=[O:13])(C)(C)C.[CH2:31]([NH2:39])[CH2:32][C:33]1[CH:38]=[CH:37][CH:36]=[CH:35][CH:34]=1, predict the reaction product. The product is: [NH2:7][CH2:8][CH2:9][CH2:10][N:11]([CH2:16][C:17]1[CH:22]=[CH:21][CH:20]=[C:19]([C:23]2[CH:28]=[CH:27][N:26]=[C:25]([NH:39][CH2:31][CH2:32][C:33]3[CH:38]=[CH:37][CH:36]=[CH:35][CH:34]=3)[N:24]=2)[CH:18]=1)[S:12]([CH3:15])(=[O:13])=[O:14]. (3) Given the reactants [C:1]([CH2:3][C:4]1[N:5]=[C:6]([C:9]2[CH:14]=[CH:13][CH:12]=[CH:11][CH:10]=2)[S:7][CH:8]=1)#[N:2].C([Li])CCC.[CH3:20][N:21]1[C:25]([Cl:26])=[C:24]([C:27](Cl)=[O:28])[C:23]([Cl:30])=[N:22]1.Cl, predict the reaction product. The product is: [CH3:20][N:21]1[C:25]([Cl:26])=[C:24]([C:27]([OH:28])=[C:3]([C:4]2[N:5]=[C:6]([C:9]3[CH:14]=[CH:13][CH:12]=[CH:11][CH:10]=3)[S:7][CH:8]=2)[C:1]#[N:2])[C:23]([Cl:30])=[N:22]1. (4) Given the reactants [O:1]1[C:5]2([CH2:10][CH2:9][C:8](=O)[CH2:7][CH2:6]2)[O:4][CH2:3][CH2:2]1.[NH:12]1[CH2:17][CH2:16][O:15][CH2:14][CH2:13]1.CC(O)=O.C([BH3-])#N.[Na+], predict the reaction product. The product is: [O:1]1[C:5]2([CH2:10][CH2:9][CH:8]([N:12]3[CH2:17][CH2:16][O:15][CH2:14][CH2:13]3)[CH2:7][CH2:6]2)[O:4][CH2:3][CH2:2]1. (5) Given the reactants Br[C:2]1[CH:20]=[CH:19][CH:18]=[CH:17][C:3]=1[CH2:4][N:5]1[C:13]2[C:8](=[CH:9][C:10]([C:14]([OH:16])=[O:15])=[CH:11][CH:12]=2)[CH:7]=[CH:6]1.[CH2:21]([O:23][C:24]([C:26]1[CH:31]=[CH:30][C:29](B(O)O)=[CH:28][CH:27]=1)=[O:25])[CH3:22], predict the reaction product. The product is: [CH2:21]([O:23][C:24]([C:26]1[CH:31]=[CH:30][C:29]([C:2]2[CH:20]=[CH:19][CH:18]=[CH:17][C:3]=2[CH2:4][N:5]2[C:13]3[C:8](=[CH:9][C:10]([C:14]([OH:16])=[O:15])=[CH:11][CH:12]=3)[CH:7]=[CH:6]2)=[CH:28][CH:27]=1)=[O:25])[CH3:22]. (6) Given the reactants [OH:1][C:2]1[CH:11]=[C:10]2[C:5]([C:6]([O:12][C:13]3[CH:14]=[C:15]4[C:19](=[CH:20][CH:21]=3)[NH:18][C:17]([CH3:22])=[CH:16]4)=[N:7][CH:8]=[N:9]2)=[CH:4][C:3]=1[O:23][CH3:24].[CH3:25][O:26][CH2:27][CH2:28][O:29][CH2:30][CH2:31]O, predict the reaction product. The product is: [CH3:24][O:23][C:3]1[CH:4]=[C:5]2[C:10](=[CH:11][C:2]=1[O:1][CH2:31][CH2:30][O:29][CH2:28][CH2:27][O:26][CH3:25])[N:9]=[CH:8][N:7]=[C:6]2[O:12][C:13]1[CH:14]=[C:15]2[C:19](=[CH:20][CH:21]=1)[NH:18][C:17]([CH3:22])=[CH:16]2. (7) Given the reactants [N:1]1[C:5]2[CH:6]=[CH:7][CH:8]=[CH:9][C:4]=2[NH:3][CH:2]=1.[H-].[Na+].[H][H].Br[CH2:15][CH2:16][CH2:17][CH2:18]Br, predict the reaction product. The product is: [N:1]1([CH2:15][CH2:16][CH2:17][CH2:18][N:1]2[C:5]3[CH:6]=[CH:7][CH:8]=[CH:9][C:4]=3[N:3]=[CH:2]2)[C:5]2[CH:6]=[CH:7][CH:8]=[CH:9][C:4]=2[N:3]=[CH:2]1. (8) Given the reactants [CH2:1]([NH2:8])[C:2]1[CH:7]=[CH:6][CH:5]=[CH:4][CH:3]=1.[Br:9][C:10]1[CH:11]=[C:12]([CH:33]=[CH:34][C:35]=1[O:36][CH3:37])[O:13][C:14]1[C:19]([CH3:20])=[CH:18][C:17]([N:21]2[C:26](=[O:27])[NH:25][C:24](=[O:28])[C:23]([C:29](O)=[O:30])=[N:22]2)=[CH:16][C:15]=1[CH3:32].CN1CCOCC1.F[P-](F)(F)(F)(F)F.N1(OC(N(C)C)=[N+](C)C)C2C=CC=CC=2N=N1, predict the reaction product. The product is: [CH2:1]([NH:8][C:29]([C:23]1[C:24](=[O:28])[NH:25][C:26](=[O:27])[N:21]([C:17]2[CH:18]=[C:19]([CH3:20])[C:14]([O:13][C:12]3[CH:33]=[CH:34][C:35]([O:36][CH3:37])=[C:10]([Br:9])[CH:11]=3)=[C:15]([CH3:32])[CH:16]=2)[N:22]=1)=[O:30])[C:2]1[CH:7]=[CH:6][CH:5]=[CH:4][CH:3]=1.